From a dataset of Forward reaction prediction with 1.9M reactions from USPTO patents (1976-2016). Predict the product of the given reaction. (1) Given the reactants C(OP([CH:9]=[C:10]1[NH:16][CH2:15][CH2:14][N:13]([CH3:17])[C:12]2[CH:18]=[C:19]([C:22]3[CH:26]=[CH:25][S:24][CH:23]=3)[CH:20]=[CH:21][C:11]1=2)(=O)OCC)C.[H-].[Na+].[Cl:29][C:30]1[CH:31]=[C:32]([CH:35]=[CH:36][C:37]=1[Cl:38])[CH:33]=O, predict the reaction product. The product is: [ClH:29].[ClH:29].[Cl:29][C:30]1[CH:31]=[C:32]([CH:35]=[CH:36][C:37]=1[Cl:38])[CH:33]=[CH:9][C:10]1=[N:16][CH2:15][CH2:14][N:13]([CH3:17])[C:12]2[CH:18]=[C:19]([C:22]3[CH:26]=[CH:25][S:24][CH:23]=3)[CH:20]=[CH:21][C:11]1=2. (2) The product is: [OH:28][CH2:27][C:26]1[CH:31]=[CH:32][C:23]([C:21]([NH:20][C:17]2[N:18]=[CH:19][N:13]3[C:12]([C:11]([F:34])([F:33])[F:10])=[CH:16][S:15][C:14]=23)=[O:22])=[CH:24][CH:25]=1. Given the reactants CC(C[AlH]CC(C)C)C.[F:10][C:11]([F:34])([F:33])[C:12]1[N:13]2[CH:19]=[N:18][C:17]([NH:20][C:21]([C:23]3[CH:32]=[CH:31][C:26]([C:27](OC)=[O:28])=[CH:25][CH:24]=3)=[O:22])=[C:14]2[S:15][CH:16]=1.CO.[C@H](O)(C([O-])=O)[C@@H](O)C([O-])=O.[Na+].[K+], predict the reaction product. (3) Given the reactants [Br:1][C:2]1[CH:3]=[N:4][CH:5]=[C:6]2[C:11]=1[N:10]=[C:9]([C:12]([OH:14])=O)[CH:8]=[CH:7]2.C(Cl)(=O)C(Cl)=O.[CH2:21]([NH2:27])[CH2:22][CH2:23][CH2:24][CH2:25][CH3:26].C(N(CC)CC)C, predict the reaction product. The product is: [Br:1][C:2]1[CH:3]=[N:4][CH:5]=[C:6]2[C:11]=1[N:10]=[C:9]([C:12]([NH:27][CH2:21][CH2:22][CH2:23][CH2:24][CH2:25][CH3:26])=[O:14])[CH:8]=[CH:7]2. (4) Given the reactants [C:1]([C:5]1[CH:6]=[C:7]([CH:10]=[CH:11][C:12]=1[N:13]1[CH2:18][CH2:17][CH2:16][CH2:15][CH2:14]1)[CH:8]=[O:9])([CH3:4])([CH3:3])[CH3:2].[C:19]([Mg]Br)#[CH:20], predict the reaction product. The product is: [C:1]([C:5]1[CH:6]=[C:7]([CH:8]([OH:9])[C:19]#[CH:20])[CH:10]=[CH:11][C:12]=1[N:13]1[CH2:18][CH2:17][CH2:16][CH2:15][CH2:14]1)([CH3:4])([CH3:2])[CH3:3].